This data is from Full USPTO retrosynthesis dataset with 1.9M reactions from patents (1976-2016). The task is: Predict the reactants needed to synthesize the given product. (1) The reactants are: [C:1]([O:5][C:6]([NH:8][C@:9]([CH3:38])([CH2:31][C:32]1[CH:37]=[CH:36][CH:35]=[CH:34][CH:33]=1)[C:10]([NH:12][NH:13][C:14]([C:16]1[C:22]2[CH:23]=[CH:24][CH:25]=[CH:26][C:21]=2[O:20][C:19]2[CH:27]=[CH:28][CH:29]=[CH:30][C:18]=2[CH:17]=1)=O)=[O:11])=[O:7])([CH3:4])([CH3:3])[CH3:2].N1C=CN=C1.C1(P(C2C=CC=CC=2)C2C=CC=CC=2)C=CC=CC=1.C(Br)(Br)(Br)Br. Given the product [C:1]([O:5][C:6]([NH:8][C@:9]([C:10]1[O:11][C:14]([C:16]2[C:22]3[CH:23]=[CH:24][CH:25]=[CH:26][C:21]=3[O:20][C:19]3[CH:27]=[CH:28][CH:29]=[CH:30][C:18]=3[CH:17]=2)=[N:13][N:12]=1)([CH3:38])[CH2:31][C:32]1[CH:37]=[CH:36][CH:35]=[CH:34][CH:33]=1)=[O:7])([CH3:3])([CH3:2])[CH3:4], predict the reactants needed to synthesize it. (2) The reactants are: [NH:1]1[C:9]2[C:4](=[CH:5][CH:6]=[CH:7][CH:8]=2)[CH:3]=[C:2]1[C:10]([OH:12])=[O:11].[Cl:13]N1C(=O)CCC1=O. Given the product [Cl:13][C:3]1[C:4]2[C:9](=[CH:8][CH:7]=[CH:6][CH:5]=2)[NH:1][C:2]=1[C:10]([OH:12])=[O:11], predict the reactants needed to synthesize it. (3) The reactants are: [N+:1]([C:4]1[CH:5]=[CH:6][C:7]([CH3:23])=[C:8]([C:10]2[CH2:11][CH2:12][N:13]([C:16]([O:18][C:19]([CH3:22])([CH3:21])[CH3:20])=[O:17])[CH2:14][CH:15]=2)[CH:9]=1)([O-])=O. Given the product [NH2:1][C:4]1[CH:5]=[CH:6][C:7]([CH3:23])=[C:8]([CH:10]2[CH2:11][CH2:12][N:13]([C:16]([O:18][C:19]([CH3:21])([CH3:20])[CH3:22])=[O:17])[CH2:14][CH2:15]2)[CH:9]=1, predict the reactants needed to synthesize it. (4) Given the product [NH2:12][CH:8]([OH:11])[CH2:9][CH3:10].[CH:13]1[CH:14]=[CH:15][C:16]([NH:23][C:24]2[C:29]([Cl:30])=[CH:28][CH:27]=[CH:26][C:25]=2[Cl:31])=[C:17]([CH2:19][C:20]([OH:22])=[O:21])[CH:18]=1.[ClH:32], predict the reactants needed to synthesize it. The reactants are: C([C:8]([NH2:12])([OH:11])[CH2:9][CH3:10])(OC(C)(C)C)=O.[CH:13]1[CH:14]=[CH:15][C:16]([NH:23][C:24]2[C:25]([Cl:31])=[CH:26][CH:27]=[CH:28][C:29]=2[Cl:30])=[C:17]([CH2:19][C:20]([OH:22])=[O:21])[CH:18]=1.[ClH:32].C(OCC)(=O)C.C(OCC)C.